This data is from Forward reaction prediction with 1.9M reactions from USPTO patents (1976-2016). The task is: Predict the product of the given reaction. (1) Given the reactants [Cl:1][C:2]1[CH:12]=[CH:11][CH:10]=[C:9](Cl)[C:3]=1[O:4][CH2:5][CH2:6][CH2:7][NH2:8].[Cl:14]C1C(Cl)=CC=CC=1O.ClC1C=CC=C(Cl)C=1O, predict the reaction product. The product is: [Cl:1][C:2]1[C:12]([Cl:14])=[CH:11][CH:10]=[CH:9][C:3]=1[O:4][CH2:5][CH2:6][CH2:7][NH2:8]. (2) Given the reactants [NH:1]1[CH:5]=[C:4]([CH2:6][CH2:7][CH2:8][C:9]([OH:11])=O)[N:3]=[N:2]1.S(Cl)([Cl:14])=O, predict the reaction product. The product is: [NH:1]1[CH:5]=[C:4]([CH2:6][CH2:7][CH2:8][C:9]([Cl:14])=[O:11])[N:3]=[N:2]1. (3) Given the reactants [F:1][C:2]1[CH:7]=[C:6]([F:8])[CH:5]=[CH:4][C:3]=1[N:9]1[C:13]([C:14]2[S:23][C:22]3[C:21]4[N:24]=[C:25]([C:28]#[C:29][C:30]([CH3:33])([OH:32])[CH3:31])[CH:26]=[CH:27][C:20]=4[O:19][CH2:18][CH2:17][C:16]=3[CH:15]=2)=[N:12][CH:11]=[N:10]1.ClC1C=CC2OCCC3C=C(C4N(C5C=CC(F)=CC=5F)N=CN=4)SC=3C=2N=1.CC(O)(C#C)C, predict the reaction product. The product is: [F:1][C:2]1[CH:7]=[C:6]([F:8])[CH:5]=[CH:4][C:3]=1[N:9]1[C:13]([C:14]2[S:23][C:22]3[C:21]4[N:24]=[C:25]([CH2:28][CH2:29][C:30]([CH3:33])([OH:32])[CH3:31])[CH:26]=[CH:27][C:20]=4[O:19][CH2:18][CH2:17][C:16]=3[CH:15]=2)=[N:12][CH:11]=[N:10]1.